From a dataset of Full USPTO retrosynthesis dataset with 1.9M reactions from patents (1976-2016). Predict the reactants needed to synthesize the given product. (1) Given the product [C:1]([C:3]1[CH:4]=[CH:5][C:6]([C:9]2[CH:10]=[N:11][N:12]([C:15]3[CH:23]=[CH:22][C:18]([C:19]([NH:31][CH2:32][CH2:33][CH2:34][N:35]([CH3:43])[C:36](=[O:42])[O:37][C:38]([CH3:39])([CH3:41])[CH3:40])=[O:21])=[CH:17][N:16]=3)[C:13]=2[OH:14])=[CH:7][CH:8]=1)#[N:2], predict the reactants needed to synthesize it. The reactants are: [C:1]([C:3]1[CH:8]=[CH:7][C:6]([C:9]2[CH:10]=[N:11][N:12]([C:15]3[CH:23]=[CH:22][C:18]([C:19]([OH:21])=O)=[CH:17][N:16]=3)[C:13]=2[OH:14])=[CH:5][CH:4]=1)#[N:2].CCN(CC)CC.[NH2:31][CH2:32][CH2:33][CH2:34][N:35]([CH3:43])[C:36](=[O:42])[O:37][C:38]([CH3:41])([CH3:40])[CH3:39]. (2) The reactants are: [Br:1][C:2]1[CH:7]=[CH:6][C:5]([CH2:8][CH2:9][OH:10])=[C:4](C)[CH:3]=1.BrC1C=CC(C=C)=[C:15]([O:21]CC)[CH:14]=1.B1C2CCCC1CCC2. Given the product [Br:1][C:2]1[CH:7]=[CH:6][C:5]([CH2:8][CH2:9][OH:10])=[C:4]([O:21][CH2:15][CH3:14])[CH:3]=1, predict the reactants needed to synthesize it. (3) Given the product [Cl:1][C:2]1[NH:6][CH:5]=[CH:4][C:3]=1[N+:10]([O-:12])=[O:11], predict the reactants needed to synthesize it. The reactants are: [Cl:1][C:2]1[NH:6][C:5](C(O)=O)=[CH:4][C:3]=1[N+:10]([O-:12])=[O:11]. (4) Given the product [CH3:19][O:20][C:21](=[O:29])[C:22]1[CH:27]=[CH:26][CH:25]=[CH:24][C:23]=1[NH:18][C:15]1[CH:14]=[CH:13][C:12]([CH2:11][CH2:10][CH2:9][C:4]2[CH:5]=[CH:6][C:7]([Cl:8])=[C:2]([Cl:1])[CH:3]=2)=[CH:17][CH:16]=1, predict the reactants needed to synthesize it. The reactants are: [Cl:1][C:2]1[CH:3]=[C:4]([CH2:9][CH2:10][CH2:11][C:12]2[CH:17]=[CH:16][C:15]([NH2:18])=[CH:14][CH:13]=2)[CH:5]=[CH:6][C:7]=1[Cl:8].[CH3:19][O:20][C:21](=[O:29])[C:22]1[CH:27]=[CH:26][CH:25]=[CH:24][C:23]=1Br.C(=O)([O-])[O-].[Cs+].[Cs+]. (5) Given the product [ClH:29].[CH2:1]([O:8][C:9]1[CH:14]=[CH:13][C:12]([C@H:15]2[CH2:20][CH2:19][NH:18][CH2:17][C@@H:16]2[OH:28])=[CH:11][CH:10]=1)[C:2]1[CH:3]=[CH:4][CH:5]=[CH:6][CH:7]=1, predict the reactants needed to synthesize it. The reactants are: [CH2:1]([O:8][C:9]1[CH:14]=[CH:13][C:12]([C@H:15]2[CH2:20][CH2:19][N:18](C(OC(C)(C)C)=O)[CH2:17][C@@H:16]2[OH:28])=[CH:11][CH:10]=1)[C:2]1[CH:7]=[CH:6][CH:5]=[CH:4][CH:3]=1.[ClH:29]. (6) Given the product [CH2:4]([CH:6]1[CH2:15][CH:14]2[C:9](=[CH:10][C:11]([O:24][CH3:25])=[C:12]([OH:16])[CH2:13]2)[CH2:8][N:7]1[CH2:26][C:27]1[CH:28]=[C:29]([O:37][CH3:38])[C:30]([O:35][CH3:36])=[C:31]([O:33][CH3:34])[CH:32]=1)[CH3:5], predict the reactants needed to synthesize it. The reactants are: C(O)C.[CH2:4]([CH:6]1[CH2:15][CH:14]2[C:9](=[CH:10][C:11]([O:24][CH3:25])=[C:12]([O:16]CC3C=CC=CC=3)[CH2:13]2)[CH2:8][N:7]1[CH2:26][C:27]1[CH:32]=[C:31]([O:33][CH3:34])[C:30]([O:35][CH3:36])=[C:29]([O:37][CH3:38])[CH:28]=1)[CH3:5]. (7) The reactants are: [C:1]([O:5][C:6]([C:8]1[C:31]([OH:32])=[C:30]([C:33]([F:36])([F:35])[F:34])[CH:29]=[CH:28][C:9]=1[CH2:10][O:11][C:12]1[CH:17]=[CH:16][C:15]([C:18]2[CH:23]=[CH:22][C:21]([CH2:24][C:25](O)=[O:26])=[CH:20][CH:19]=2)=[CH:14][CH:13]=1)=[O:7])([CH3:4])([CH3:3])[CH3:2].Cl.[CH3:38][NH2:39]. Given the product [OH:32][C:31]1[C:30]([C:33]([F:36])([F:35])[F:34])=[CH:29][CH:28]=[C:9]([CH2:10][O:11][C:12]2[CH:17]=[CH:16][C:15]([C:18]3[CH:23]=[CH:22][C:21]([CH2:24][C:25]([NH:39][CH3:38])=[O:26])=[CH:20][CH:19]=3)=[CH:14][CH:13]=2)[C:8]=1[C:6]([O:5][C:1]([CH3:4])([CH3:3])[CH3:2])=[O:7], predict the reactants needed to synthesize it.